Regression. Given a peptide amino acid sequence and an MHC pseudo amino acid sequence, predict their binding affinity value. This is MHC class I binding data. From a dataset of Peptide-MHC class I binding affinity with 185,985 pairs from IEDB/IMGT. The peptide sequence is LRYGNVLDV. The MHC is HLA-A24:03 with pseudo-sequence HLA-A24:03. The binding affinity (normalized) is 0.0847.